From a dataset of Reaction yield outcomes from USPTO patents with 853,638 reactions. Predict the reaction yield, written as a fraction of the theoretical maximum amount of product (1.0 means a 100% yield; for example, 0.34 means a 34% yield). (1) The reactants are [C:1]1([C:15]2[CH:20]=[CH:19][CH:18]=[CH:17][CH:16]=2)[CH:6]=[CH:5][C:4]([C:7]2[N:8]=[C:9]([CH2:12][NH:13][CH3:14])[NH:10][CH:11]=2)=[CH:3][CH:2]=1.C(=O)([O-])[O-].[K+].[K+].[CH2:27](Br)[C:28]1[CH:33]=[CH:32][CH:31]=[CH:30][CH:29]=1.O. The catalyst is CN(C)C=O. The product is [CH2:27]([N:13]([CH3:14])[CH2:12][C:9]1[NH:10][CH:11]=[C:7]([C:4]2[CH:5]=[CH:6][C:1]([C:15]3[CH:16]=[CH:17][CH:18]=[CH:19][CH:20]=3)=[CH:2][CH:3]=2)[N:8]=1)[C:28]1[CH:33]=[CH:32][CH:31]=[CH:30][CH:29]=1. The yield is 0.160. (2) The reactants are Br[C:2]1[N:3]=[C:4]2[C:10]([C:11]([NH:13][C:14]([CH3:17])([CH3:16])[CH3:15])=[O:12])=[CH:9][N:8]([CH2:18][O:19][CH2:20][CH2:21][Si:22]([CH3:25])([CH3:24])[CH3:23])[C:5]2=[N:6][CH:7]=1.Cl.[CH3:27][N:28]1[CH:32]=[C:31]([NH2:33])[CH:30]=[N:29]1.CC(C)([O-])C.[Na+].CN(C=O)C. The yield is 0.570. The catalyst is O.C([O-])(=O)C.[Pd+2].C([O-])(=O)C.C1C=CC(P(C2C(C3C(P(C4C=CC=CC=4)C4C=CC=CC=4)=CC=C4C=3C=CC=C4)=C3C(C=CC=C3)=CC=2)C2C=CC=CC=2)=CC=1.C1(C)C=CC=CC=1. The product is [C:14]([NH:13][C:11]([C:10]1[C:4]2[C:5](=[N:6][CH:7]=[C:2]([NH:33][C:31]3[CH:30]=[N:29][N:28]([CH3:27])[CH:32]=3)[N:3]=2)[N:8]([CH2:18][O:19][CH2:20][CH2:21][Si:22]([CH3:25])([CH3:24])[CH3:23])[CH:9]=1)=[O:12])([CH3:17])([CH3:16])[CH3:15]. (3) The reactants are [Br:1][C:2]1[CH:7]=[CH:6][C:5]([OH:8])=[C:4]([F:9])[CH:3]=1.[CH2:10](Br)[C:11]1[CH:16]=[CH:15][CH:14]=[CH:13][CH:12]=1. No catalyst specified. The product is [CH2:10]([O:8][C:5]1[CH:6]=[CH:7][C:2]([Br:1])=[CH:3][C:4]=1[F:9])[C:11]1[CH:16]=[CH:15][CH:14]=[CH:13][CH:12]=1. The yield is 0.970. (4) The reactants are Br[CH:2]([C:8]1[CH:13]=[CH:12][CH:11]=[CH:10][CH:9]=1)[C:3]([O:5][CH2:6][CH3:7])=[O:4].[CH3:14][S:15][C:16]1[CH:17]=[C:18]([CH:20]=[CH:21][CH:22]=1)[NH2:19].CCN(C(C)C)C(C)C. The catalyst is C(#N)C. The product is [CH2:6]([O:5][C:3](=[O:4])[CH:2]([NH:19][C:18]1[CH:20]=[CH:21][CH:22]=[C:16]([S:15][CH3:14])[CH:17]=1)[C:8]1[CH:13]=[CH:12][CH:11]=[CH:10][CH:9]=1)[CH3:7]. The yield is 0.790. (5) The reactants are Br[C:2]1[CH:8]=[C:7]([N+:9]([O-:11])=[O:10])[CH:6]=[CH:5][C:3]=1[NH2:4].[C:12]([C:14]1[CH:19]=[CH:18][CH:17]=[CH:16][CH:15]=1)#[CH:13]. The catalyst is C(N(CC)CC)C.[Cu]I.Cl[Pd](Cl)([P](C1C=CC=CC=1)(C1C=CC=CC=1)C1C=CC=CC=1)[P](C1C=CC=CC=1)(C1C=CC=CC=1)C1C=CC=CC=1. The product is [N+:9]([C:7]1[CH:6]=[CH:5][C:3]([NH2:4])=[C:2]([C:13]#[C:12][C:14]2[CH:19]=[CH:18][CH:17]=[CH:16][CH:15]=2)[CH:8]=1)([O-:11])=[O:10]. The yield is 0.140. (6) The yield is 0.420. The reactants are [NH2:1][C@H:2]([C:25]1[CH:30]=[CH:29][CH:28]=[CH:27][CH:26]=1)[CH2:3][CH2:4][N:5]1[CH2:24][CH2:23][C:8]2([NH:12][C:11](=[O:13])[N:10]([CH2:14][C:15]3[CH:20]=[CH:19][C:18]([Br:21])=[CH:17][CH:16]=3)[C:9]2=[O:22])[CH2:7][CH2:6]1.C(N(CC)CC)C.[Cl:38][C:39]([O:41][CH3:42])=[O:40]. The catalyst is ClCCCl. The product is [ClH:38].[CH3:42][O:41][C:39](=[O:40])[NH:1][C@H:2]([C:25]1[CH:26]=[CH:27][CH:28]=[CH:29][CH:30]=1)[CH2:3][CH2:4][N:5]1[CH2:6][CH2:7][C:8]2([NH:12][C:11](=[O:13])[N:10]([CH2:14][C:15]3[CH:20]=[CH:19][C:18]([Br:21])=[CH:17][CH:16]=3)[C:9]2=[O:22])[CH2:23][CH2:24]1. (7) The reactants are Br[CH:2]=[C:3]1[CH2:8][CH2:7][N:6]([C:9]([O:11][C:12]([CH3:15])([CH3:14])[CH3:13])=[O:10])[CH2:5][CH2:4]1.[F:16][C:17]1[CH:18]=[C:19](B(O)O)[CH:20]=[C:21]([O:23][C:24]2[CH:29]=[CH:28][C:27]([C:30]([F:33])([F:32])[F:31])=[CH:26][N:25]=2)[CH:22]=1.P([O-])([O-])([O-])=O.[K+].[K+].[K+].O. The catalyst is C1COCC1.C1C=CC(P(C2C=CC=CC=2)[C-]2C=CC=C2)=CC=1.C1C=CC(P(C2C=CC=CC=2)[C-]2C=CC=C2)=CC=1.Cl[Pd]Cl.[Fe+2]. The product is [F:16][C:17]1[CH:18]=[C:19]([CH:20]=[C:21]([O:23][C:24]2[CH:29]=[CH:28][C:27]([C:30]([F:33])([F:31])[F:32])=[CH:26][N:25]=2)[CH:22]=1)[CH:2]=[C:3]1[CH2:8][CH2:7][N:6]([C:9]([O:11][C:12]([CH3:15])([CH3:14])[CH3:13])=[O:10])[CH2:5][CH2:4]1. The yield is 0.190. (8) The reactants are C(OC(=O)[NH:7][C@H:8]([C:10]1[N:14]([CH:15]([CH3:17])[CH3:16])[C:13]2[C:18]([C:23]3[CH:28]=[CH:27][CH:26]=[CH:25][N:24]=3)=[C:19]([F:22])[CH:20]=[CH:21][C:12]=2[N:11]=1)[CH3:9])(C)(C)C. The catalyst is C(O)(C(F)(F)F)=O.C(Cl)Cl. The product is [F:22][C:19]1[CH:20]=[CH:21][C:12]2[N:11]=[C:10]([C@@H:8]([NH2:7])[CH3:9])[N:14]([CH:15]([CH3:16])[CH3:17])[C:13]=2[C:18]=1[C:23]1[CH:28]=[CH:27][CH:26]=[CH:25][N:24]=1. The yield is 0.760.